From a dataset of Forward reaction prediction with 1.9M reactions from USPTO patents (1976-2016). Predict the product of the given reaction. (1) Given the reactants Cl.Cl[CH2:3][C:4]1[N:5]([CH2:9][C:10]2[CH:15]=[C:14]([Cl:16])[CH:13]=[C:12]([Cl:17])[CH:11]=2)[CH:6]=[CH:7][N:8]=1.[Cl:18][C:19]1[CH:24]=[CH:23][C:22]([OH:25])=[CH:21][C:20]=1[O:26][CH3:27].C([O-])([O-])=O.[K+].[K+].Cl, predict the reaction product. The product is: [Cl:18][C:19]1[CH:24]=[CH:23][C:22]([O:25][CH2:3][C:4]2[N:5]([CH2:9][C:10]3[CH:15]=[C:14]([Cl:16])[CH:13]=[C:12]([Cl:17])[CH:11]=3)[CH:6]=[CH:7][N:8]=2)=[CH:21][C:20]=1[O:26][CH3:27]. (2) Given the reactants [Cl:1][C:2]1[CH:3]=[C:4]([CH:40]=[C:41]([C:43]#[N:44])[CH:42]=1)[O:5][C:6]1[C:11](=[O:12])[N:10]([CH2:13][C:14]2[CH:15]=[C:16](/C=C/C(OC)=O)[C:17](=[O:29])[N:18]([CH2:20][C:21]3[CH:26]=[CH:25][C:24]([O:27][CH3:28])=[CH:23][CH:22]=3)[N:19]=2)[CH:9]=[N:8][C:7]=1[C:36]([F:39])([F:38])[F:37].ClCCl.S(C)C.[CH3:51][OH:52], predict the reaction product. The product is: [Cl:1][C:2]1[CH:42]=[C:41]([CH:40]=[C:4]([O:5][C:6]2[C:11](=[O:12])[N:10]([CH2:13][C:14]3[CH:15]=[C:16]([CH:51]=[O:52])[C:17](=[O:29])[N:18]([CH2:20][C:21]4[CH:26]=[CH:25][C:24]([O:27][CH3:28])=[CH:23][CH:22]=4)[N:19]=3)[CH:9]=[N:8][C:7]=2[C:36]([F:39])([F:37])[F:38])[CH:3]=1)[C:43]#[N:44]. (3) The product is: [NH2:30][C:26]1[O:11][C:9]2[C:10]3[C:5](=[CH:4][CH:3]=[C:2]([OH:12])[N:1]=3)[CH:6]=[CH:7][C:8]=2[CH:17]([C:16]2[CH:19]=[C:20]([O:24][CH3:25])[C:21]([O:22][CH3:23])=[C:14]([Br:13])[CH:15]=2)[C:27]=1[C:28]#[N:29]. Given the reactants [N:1]1[C:10]2[C:5](=[CH:6][CH:7]=[CH:8][C:9]=2[OH:11])[CH:4]=[CH:3][C:2]=1[OH:12].[Br:13][C:14]1[CH:15]=[C:16]([CH:19]=[C:20]([O:24][CH3:25])[C:21]=1[O:22][CH3:23])[CH:17]=O.[C:26](#[N:30])[CH2:27][C:28]#[N:29].C1N2CCN(CC2)C1, predict the reaction product. (4) Given the reactants [NH2:1][C:2]1[C:7]([C:8]([C:10]2[CH:15]=[C:14]([CH3:16])[CH:13]=[CH:12][C:11]=2[O:17][CH3:18])=[O:9])=[CH:6][N:5]=[C:4](S(CC)=O)[N:3]=1.[NH2:23][CH:24]1[CH2:29][CH2:28][N:27]([C:30](=[O:32])[CH3:31])[CH2:26][CH2:25]1, predict the reaction product. The product is: [NH2:1][C:2]1[C:7]([C:8](=[O:9])[C:10]2[CH:15]=[C:14]([CH3:16])[CH:13]=[CH:12][C:11]=2[O:17][CH3:18])=[CH:6][N:5]=[C:4]([NH:23][CH:24]2[CH2:29][CH2:28][N:27]([C:30](=[O:32])[CH3:31])[CH2:26][CH2:25]2)[N:3]=1. (5) Given the reactants [CH2:1]([O:3][C:4]([C:7]1[CH:11]=[C:10]([NH2:12])[N:9]([C:13]2[CH:18]=[CH:17][CH:16]=[CH:15][CH:14]=2)[N:8]=1)([CH3:6])[CH3:5])[CH3:2].Cl[C:20]([O:22][C:23]1[CH:28]=[CH:27][CH:26]=[CH:25][CH:24]=1)=[O:21].C([O-])([O-])=O.[K+].[K+], predict the reaction product. The product is: [CH2:1]([O:3][C:4]([C:7]1[CH:11]=[C:10]([NH:12][C:20](=[O:21])[O:22][C:23]2[CH:28]=[CH:27][CH:26]=[CH:25][CH:24]=2)[N:9]([C:13]2[CH:18]=[CH:17][CH:16]=[CH:15][CH:14]=2)[N:8]=1)([CH3:6])[CH3:5])[CH3:2]. (6) Given the reactants FC(F)(F)C(O)=O.[Cl:8][C:9]1[CH:14]=[CH:13][C:12]([C@@H:15]([NH:17][C:18]([C:20]2([CH2:35][NH:36]C(=O)OC(C)(C)C)[CH2:25][CH2:24][N:23]([C:26]3[C:27]4[CH:34]=[CH:33][NH:32][C:28]=4[N:29]=[CH:30][N:31]=3)[CH2:22][CH2:21]2)=[O:19])[CH3:16])=[CH:11][CH:10]=1, predict the reaction product. The product is: [NH2:36][CH2:35][C:20]1([C:18]([NH:17][C@H:15]([C:12]2[CH:11]=[CH:10][C:9]([Cl:8])=[CH:14][CH:13]=2)[CH3:16])=[O:19])[CH2:21][CH2:22][N:23]([C:26]2[C:27]3[CH:34]=[CH:33][NH:32][C:28]=3[N:29]=[CH:30][N:31]=2)[CH2:24][CH2:25]1. (7) Given the reactants [Cl-].[Li+].[I-].[Sm+2].[I-].[C:6]1(=[O:10])[CH2:9][CH2:8][CH2:7]1.S([O-])([O-])(=O)=S.[Na+].[Na+], predict the reaction product. The product is: [C:6]1([OH:10])([C:6]2([OH:10])[CH2:9][CH2:8][CH2:7]2)[CH2:9][CH2:8][CH2:7]1. (8) Given the reactants [NH2:1][CH2:2][C:3]1[S:7]/[C:6](=[N:8]\[S:9]([C:12]2[CH:21]=[CH:20][CH:19]=[CH:18][C:13]=2[C:14]([O:16][CH3:17])=[O:15])(=[O:11])=[O:10])/[N:5]([CH2:22][C:23]2[C:32]3[C:27](=[CH:28][CH:29]=[CH:30][CH:31]=3)[CH:26]=[CH:25][CH:24]=2)[CH:4]=1.[CH:33]([C:35]1[CH:40]=[CH:39][N:38]=[CH:37][CH:36]=1)=O.C(O[BH-](OC(=O)C)OC(=O)C)(=O)C.[Na+].C(=O)([O-])O.[Na+].[F:60][C:61]([F:72])([F:71])[C:62](OC(=O)C(F)(F)F)=[O:63].C(N(CC)CC)C.[Cl-].[Na+], predict the reaction product. The product is: [C:23]1([CH2:22][N:5]2[CH:4]=[C:3]([CH2:2][N:1]([CH2:33][C:35]3[CH:40]=[CH:39][N:38]=[CH:37][CH:36]=3)[C:62](=[O:63])[C:61]([F:72])([F:71])[F:60])[S:7]/[C:6]/2=[N:8]\[S:9]([C:12]2[CH:21]=[CH:20][CH:19]=[CH:18][C:13]=2[C:14]([O:16][CH3:17])=[O:15])(=[O:10])=[O:11])[C:32]2[C:27](=[CH:28][CH:29]=[CH:30][CH:31]=2)[CH:26]=[CH:25][CH:24]=1. (9) Given the reactants [CH3:1][O:2][C:3]1[CH:4]=[CH:5][C:6]([NH:11][C:12]2[C:13]3[N:38]=[CH:37][S:36][C:14]=3[N:15]=[C:16]([N:18]3[CH2:22][CH2:21][CH:20]([NH:23][C:24]([C:26]4[CH:35]=[CH:34][C:29]([C:30]([O:32]C)=[O:31])=[CH:28][CH:27]=4)=[O:25])[CH2:19]3)[N:17]=2)=[N:7][C:8]=1[O:9][CH3:10].O[Li].O.Cl, predict the reaction product. The product is: [CH3:1][O:2][C:3]1[CH:4]=[CH:5][C:6]([NH:11][C:12]2[C:13]3[N:38]=[CH:37][S:36][C:14]=3[N:15]=[C:16]([N:18]3[CH2:22][CH2:21][CH:20]([NH:23][C:24]([C:26]4[CH:35]=[CH:34][C:29]([C:30]([OH:32])=[O:31])=[CH:28][CH:27]=4)=[O:25])[CH2:19]3)[N:17]=2)=[N:7][C:8]=1[O:9][CH3:10]. (10) Given the reactants Br[C:2]1[CH:7]=[CH:6][C:5]([C:8]2[CH:13]=[CH:12][C:11]([O:14][CH3:15])=[CH:10][CH:9]=2)=[CH:4][CH:3]=1.C([Li])CCC.S(=O)=O.COC1C=CC(C2C=CC(S(O)=O)=CC=2)=CC=1.[Li].[S:42](Cl)([Cl:45])(=[O:44])=[O:43], predict the reaction product. The product is: [CH3:15][O:14][C:11]1[CH:12]=[CH:13][C:8]([C:5]2[CH:6]=[CH:7][C:2]([S:42]([Cl:45])(=[O:44])=[O:43])=[CH:3][CH:4]=2)=[CH:9][CH:10]=1.